From a dataset of Reaction yield outcomes from USPTO patents with 853,638 reactions. Predict the reaction yield, written as a fraction of the theoretical maximum amount of product (1.0 means a 100% yield; for example, 0.34 means a 34% yield). (1) The reactants are C1([O:7]P(N=[N+]=[N-])(=O)OC2C=CC=CC=2)C=CC=CC=1.C([N:22]([CH2:25][CH3:26])[CH2:23]C)C.[CH2:27]([O:29][C:30]1[CH:35]=[CH:34][C:33]([C@@H:36]2C[C@H]2C(O)=O)=[CH:32][CH:31]=1)[CH3:28].[C:42]([OH:46])([CH3:45])([CH3:44])[CH3:43]. No catalyst specified. The product is [CH2:27]([O:29][C:30]1[CH:31]=[CH:32][C:33]([C@@H:36]2[CH2:26][C@H:25]2[NH:22][C:23](=[O:7])[O:46][C:42]([CH3:45])([CH3:44])[CH3:43])=[CH:34][CH:35]=1)[CH3:28]. The yield is 0.300. (2) The reactants are CC(P(C(C)(C)C)C1N(C2C(C3C=CC=CC=3)=NN(C3C=CC=CC=3)C=2C2C=CC=CC=2)N=CC=1)(C)C.Br[C:39]1[C:47]2[C:42](=[CH:43][CH:44]=[CH:45][C:46]=2[F:48])[N:41]([C:49]([C:51]2[C:56]([C:57]([F:60])([F:59])[F:58])=[CH:55][CH:54]=[CH:53][C:52]=2[Cl:61])=[O:50])[N:40]=1.[NH:62]1[CH2:66][CH2:65][CH:64]([C:67]([OH:69])=[O:68])[CH2:63]1.C([O-])([O-])=O.[Cs+].[Cs+]. The catalyst is C(O)(CC)(C)C.C1C=CC(/C=C/C(/C=C/C2C=CC=CC=2)=O)=CC=1.C1C=CC(/C=C/C(/C=C/C2C=CC=CC=2)=O)=CC=1.C1C=CC(/C=C/C(/C=C/C2C=CC=CC=2)=O)=CC=1.[Pd].[Pd].O. The product is [Cl:61][C:52]1[CH:53]=[CH:54][CH:55]=[C:56]([C:57]([F:60])([F:59])[F:58])[C:51]=1[C:49]([N:41]1[C:42]2[C:47](=[C:46]([F:48])[CH:45]=[CH:44][CH:43]=2)[C:39]([N:62]2[CH2:66][CH2:65][CH:64]([C:67]([OH:69])=[O:68])[CH2:63]2)=[N:40]1)=[O:50]. The yield is 0.400. (3) The reactants are [F:8][C:7]([F:10])([F:9])[C:6](O[C:6](=[O:11])[C:7]([F:10])([F:9])[F:8])=[O:11].[C:14]([O:18][C:19]([N:21]1[CH2:33][CH2:32][N:24]2[C:25]3[CH:26]=[CH:27][CH:28]=[CH:29][C:30]=3[CH:31]=[C:23]2[CH2:22]1)=[O:20])([CH3:17])([CH3:16])[CH3:15].C(N(CC)CC)C. The catalyst is ClCCCl. The product is [C:14]([O:18][C:19]([N:21]1[CH2:33][CH2:32][N:24]2[C:25]3[CH:26]=[CH:27][CH:28]=[CH:29][C:30]=3[C:31]([C:6](=[O:11])[C:7]([F:8])([F:9])[F:10])=[C:23]2[CH2:22]1)=[O:20])([CH3:17])([CH3:15])[CH3:16]. The yield is 0.580. (4) The reactants are [N:1]1[CH:6]=[CH:5][C:4]([N:7]2[CH2:12][CH2:11][CH:10]([CH2:13][NH:14][C:15]3[CH:20]=[CH:19][N:18]=[CH:17][C:16]=3[NH2:21])[CH2:9][CH2:8]2)=[CH:3][CH:2]=1.[CH3:22][O:23][C:24]1[CH:32]=[CH:31][C:27]([C:28](Cl)=[O:29])=[CH:26][CH:25]=1. No catalyst specified. The product is [CH3:22][O:23][C:24]1[CH:32]=[CH:31][C:27]([C:28]([NH:21][C:16]2[CH:17]=[N:18][CH:19]=[CH:20][C:15]=2[NH:14][CH2:13][CH:10]2[CH2:9][CH2:8][N:7]([C:4]3[CH:5]=[CH:6][N:1]=[CH:2][CH:3]=3)[CH2:12][CH2:11]2)=[O:29])=[CH:26][CH:25]=1. The yield is 0.0600. (5) The reactants are [CH:1]1([NH2:5])[CH2:4][CH2:3][CH2:2]1.C(N(CC)C(C)C)(C)C.N1C=CC=CC=1.[CH3:21][S:22](Cl)(=[O:24])=[O:23]. The catalyst is C(Cl)Cl. The product is [CH:1]1([NH:5][S:22]([CH3:21])(=[O:24])=[O:23])[CH2:4][CH2:3][CH2:2]1. The yield is 0.980.